Dataset: Full USPTO retrosynthesis dataset with 1.9M reactions from patents (1976-2016). Task: Predict the reactants needed to synthesize the given product. Given the product [I:11][C:6]1[C:2]([CH3:1])=[N:3][NH:4][C:5]=1[NH:7][C:8](=[O:10])[CH3:9], predict the reactants needed to synthesize it. The reactants are: [CH3:1][C:2]1[CH:6]=[C:5]([NH:7][C:8](=[O:10])[CH3:9])[NH:4][N:3]=1.[I:11](O)(=O)=O.II.